From a dataset of Forward reaction prediction with 1.9M reactions from USPTO patents (1976-2016). Predict the product of the given reaction. (1) Given the reactants [F:1][C:2]([F:6])([F:5])[CH2:3][OH:4].[H-].[Na+].[F:9][C:10]([F:38])([F:37])[C:11]1[CH:12]=[C:13]([CH:34]=[CH:35][CH:36]=1)[CH2:14][NH:15][C:16](=[O:33])[C:17]1[CH:22]=[CH:21][N:20]=[C:19]([C:23]2[CH:28]=[C:27](F)[CH:26]=[CH:25][C:24]=2[N+:30]([O-:32])=[O:31])[CH:18]=1, predict the reaction product. The product is: [F:37][C:10]([F:9])([F:38])[C:11]1[CH:12]=[C:13]([CH:34]=[CH:35][CH:36]=1)[CH2:14][NH:15][C:16](=[O:33])[C:17]1[CH:22]=[CH:21][N:20]=[C:19]([C:23]2[CH:28]=[C:27]([O:4][CH2:3][C:2]([F:6])([F:5])[F:1])[CH:26]=[CH:25][C:24]=2[N+:30]([O-:32])=[O:31])[CH:18]=1. (2) Given the reactants [Br:1][C:2]1[CH:7]=[CH:6][C:5]([C:8]([C:10]2[CH:15]=[CH:14][C:13]([OH:16])=[C:12]([F:17])[CH:11]=2)=O)=[CH:4][CH:3]=1.[C:18]1(=O)[CH2:24][CH2:23][CH2:22][CH2:21][CH2:20][CH2:19]1.C([O-])([O-])=O.[K+].[K+], predict the reaction product. The product is: [Br:1][C:2]1[CH:7]=[CH:6][C:5]([C:8](=[C:18]2[CH2:24][CH2:23][CH2:22][CH2:21][CH2:20][CH2:19]2)[C:10]2[CH:15]=[CH:14][C:13]([OH:16])=[C:12]([F:17])[CH:11]=2)=[CH:4][CH:3]=1. (3) Given the reactants [NH:1]1[C:11]2[C:6](=[CH:7][CH:8]=[CH:9][CH:10]=2)[C:4](=O)[C:2]1=[O:3].[OH-].[Na+].[CH2:14]([S:16][CH2:17][C:18]([C:20]1[CH:25]=[CH:24][CH:23]=[CH:22][CH:21]=1)=O)[CH3:15].[CH2:26](O)[CH3:27].[CH2:29]1[CH2:33]O[CH2:31][CH2:30]1.O, predict the reaction product. The product is: [CH2:14]([S:16][C:17]1[C:18]([C:20]2[CH:25]=[CH:24][CH:23]=[CH:22][CH:21]=2)=[N:1][C:11]2[C:6]([C:4]=1[C:2]([NH:1][C@H:2]([C:27]1[CH:26]=[CH:33][CH:29]=[CH:30][CH:31]=1)[CH2:4][CH3:6])=[O:3])=[CH:7][CH:8]=[CH:9][CH:10]=2)[CH3:15]. (4) Given the reactants [C:1]1(=[O:18])[N:5]([CH:6]2[CH2:11][CH2:10][CH:9]([OH:12])[CH2:8][CH2:7]2)[C:4](=[O:13])[C:3]2=[CH:14][CH:15]=[CH:16][CH:17]=[C:2]12.OS(O)(=O)=O.[Cr](O[Cr]([O-])(=O)=O)([O-])(=O)=O.[K+].[K+], predict the reaction product. The product is: [C:4]1(=[O:13])[N:5]([CH:6]2[CH2:7][CH2:8][C:9](=[O:12])[CH2:10][CH2:11]2)[C:1](=[O:18])[C:2]2=[CH:17][CH:16]=[CH:15][CH:14]=[C:3]12. (5) The product is: [N+:27]([C:18]1[CH:19]=[N:20][C:21]2[C:26]([C:17]=1[NH:1][CH2:2][C:3]1([OH:8])[CH2:7][CH2:6][CH2:5][CH2:4]1)=[CH:25][CH:24]=[CH:23][CH:22]=2)([O-:29])=[O:28]. Given the reactants [NH2:1][CH2:2][C:3]1([OH:8])[CH2:7][CH2:6][CH2:5][CH2:4]1.C(N(CC)CC)C.Cl[C:17]1[C:26]2[C:21](=[CH:22][CH:23]=[CH:24][CH:25]=2)[N:20]=[CH:19][C:18]=1[N+:27]([O-:29])=[O:28], predict the reaction product. (6) Given the reactants [CH3:1][C:2]1[CH:7]=[CH:6][N:5]=[CH:4][N:3]=1.CO[CH:10](OC)[N:11]([CH3:13])[CH3:12], predict the reaction product. The product is: [CH3:10][N:11]([CH3:13])/[CH:12]=[CH:1]/[C:2]1[CH:7]=[CH:6][N:5]=[CH:4][N:3]=1. (7) Given the reactants [C:1]([C:4]1[CH:9]=[CH:8][C:7]([C:10]([F:13])([F:12])[F:11])=[CH:6][C:5]=1[NH:14][S:15]([C:18]([F:21])([F:20])[F:19])(=[O:17])=[O:16])(=O)[CH3:2].Cl.[F:23][C:24]1[CH:29]=[CH:28][C:27]([O:30][NH2:31])=[CH:26][CH:25]=1.CC([O-])=O.[Na+], predict the reaction product. The product is: [F:23][C:24]1[CH:29]=[CH:28][C:27]([O:30][N:31]=[C:1]([C:4]2[CH:9]=[CH:8][C:7]([C:10]([F:11])([F:13])[F:12])=[CH:6][C:5]=2[NH:14][S:15]([C:18]([F:21])([F:19])[F:20])(=[O:17])=[O:16])[CH3:2])=[CH:26][CH:25]=1. (8) The product is: [NH2:12][C:2]1[CH:3]=[C:4]([CH:8]=[C:9]([CH3:11])[N:10]=1)[C:5]([OH:7])=[O:6]. Given the reactants Cl[C:2]1[CH:3]=[C:4]([CH:8]=[C:9]([CH3:11])[N:10]=1)[C:5]([OH:7])=[O:6].[NH3:12].[S-2].[Na+].[Na+], predict the reaction product. (9) Given the reactants Br[C:2]1[CH:11]=[C:10]2[C:5]([C:6]([C:13]3[CH:18]=[CH:17][C:16]([F:19])=[CH:15][CH:14]=3)=[CH:7][C:8](=[O:12])[O:9]2)=[CH:4][CH:3]=1.[CH:20]1([C:23]([C:29]2[S:33][C:32]([SH:34])=[N:31][CH:30]=2)([OH:28])[C:24]([F:27])([F:26])[F:25])[CH2:22][CH2:21]1.C(=O)([O-])[O-].[K+].[K+], predict the reaction product. The product is: [CH:20]1([C:23]([C:29]2[S:33][C:32]([S:34][C:2]3[CH:11]=[C:10]4[C:5]([C:6]([C:13]5[CH:18]=[CH:17][C:16]([F:19])=[CH:15][CH:14]=5)=[CH:7][C:8](=[O:12])[O:9]4)=[CH:4][CH:3]=3)=[N:31][CH:30]=2)([OH:28])[C:24]([F:26])([F:25])[F:27])[CH2:22][CH2:21]1.